From a dataset of Reaction yield outcomes from USPTO patents with 853,638 reactions. Predict the reaction yield, written as a fraction of the theoretical maximum amount of product (1.0 means a 100% yield; for example, 0.34 means a 34% yield). The reactants are [Br:1][C:2]1[CH:9]=[C:8]([CH2:10][CH3:11])[C:5]([CH2:6][NH2:7])=[C:4]([CH2:12][CH3:13])[CH:3]=1.Br[CH2:15][CH2:16][CH2:17][CH2:18][CH2:19]Br.C(=O)([O-])[O-].[K+].[K+]. The catalyst is O1CCOCC1. The product is [Br:1][C:2]1[CH:3]=[C:4]([CH2:12][CH3:13])[C:5]([CH2:6][N:7]2[CH2:19][CH2:18][CH2:17][CH2:16][CH2:15]2)=[C:8]([CH2:10][CH3:11])[CH:9]=1. The yield is 0.580.